Task: Predict the reactants needed to synthesize the given product.. Dataset: Full USPTO retrosynthesis dataset with 1.9M reactions from patents (1976-2016) (1) The reactants are: [SH:1][C:2]1[CH:7]=[CH:6][C:5]([CH2:8][CH2:9][C:10]([OH:12])=[O:11])=[CH:4][CH:3]=1.[H-].[Na+].Br[CH2:16][C:17]1[CH:26]=[CH:25][CH:24]=[CH:23][C:18]=1[C:19]([O:21][CH3:22])=[O:20].O. Given the product [CH3:22][O:21][C:19]([C:18]1[CH:23]=[CH:24][CH:25]=[CH:26][C:17]=1[CH2:16][S:1][C:2]1[CH:3]=[CH:4][C:5]([CH2:8][CH2:9][C:10]([OH:12])=[O:11])=[CH:6][CH:7]=1)=[O:20], predict the reactants needed to synthesize it. (2) Given the product [C:16]1([C:13]2[O:12][C:11]([C:1]3[CH:2]=[CH:7][C:6]([OH:23])=[CH:5][CH:4]=3)=[N:15][N:14]=2)[CH:17]=[CH:18][CH:19]=[CH:20][CH:21]=1, predict the reactants needed to synthesize it. The reactants are: [C:1]([C:11]1[O:12][C:13]([C:16]2[CH:21]=[CH:20][CH:19]=[CH:18][CH:17]=2)=[N:14][N:15]=1)(=O)[C:2]1[CH:7]=[CH:6][C:5](OC)=[CH:4]C=1.I.[OH2:23].